This data is from Full USPTO retrosynthesis dataset with 1.9M reactions from patents (1976-2016). The task is: Predict the reactants needed to synthesize the given product. (1) Given the product [NH2:32][C@:16]12[CH2:28][CH2:27][C@@H:26]([C:29]([CH3:31])=[CH2:30])[C@@H:17]1[C@@H:18]1[C@@:13]([CH3:33])([CH2:14][CH2:15]2)[C@@:12]2([CH3:34])[C@@H:21]([C@:22]3([CH3:25])[C@@H:9]([CH2:10][CH2:11]2)[C:8]([CH3:35])([CH3:36])[C:7]([C:44]2[CH2:43][CH2:42][C:41]([C:55]([O:57][CH2:58][CH3:59])=[O:56])=[C:40]([CH3:39])[CH:45]=2)=[CH:24][CH2:23]3)[CH2:20][CH2:19]1, predict the reactants needed to synthesize it. The reactants are: FC(F)(F)S(O[C:7]1[C:8]([CH3:36])([CH3:35])[C@H:9]2[C@:22]([CH3:25])([CH2:23][CH:24]=1)[C@@H:21]1[C@:12]([CH3:34])([C@@:13]3([CH3:33])[C@H:18]([CH2:19][CH2:20]1)[C@H:17]1[C@H:26]([C:29]([CH3:31])=[CH2:30])[CH2:27][CH2:28][C@:16]1([NH2:32])[CH2:15][CH2:14]3)[CH2:11][CH2:10]2)(=O)=O.[CH3:39][C:40]1[CH:45]=[C:44](B2OC(C)(C)C(C)(C)O2)[CH2:43][CH2:42][C:41]=1[C:55]([O:57][CH2:58][CH3:59])=[O:56]. (2) Given the product [CH2:1]1[O:9][C:8]2[CH:7]=[CH:6][C:5]([NH:10][C:11](=[O:12])[C@@H:13]([OH:14])[C@@H:15]([N:20]=[N+:21]=[N-:22])[CH2:16][CH2:17][CH2:18][CH3:19])=[CH:4][C:3]=2[O:2]1, predict the reactants needed to synthesize it. The reactants are: [CH2:1]1[O:9][C:8]2[CH:7]=[CH:6][C:5]([NH:10][C:11]([C@@H:13]3[C@@H:15]([CH2:16][CH2:17][CH2:18][CH3:19])[O:14]3)=[O:12])=[CH:4][C:3]=2[O:2]1.[N-:20]=[N+:21]=[N-:22].[Na+].S([O-])([O-])(=O)=O.[Mg+2]. (3) The reactants are: IC1[CH:3]=[C:4]([O:21][C:22]([F:25])([F:24])[F:23])[CH:5]=[C:6]2[C:11]=1[O:10][CH:9]([C:12]([F:15])([F:14])[F:13])[C:8]([C:16]([O:18][CH2:19][CH3:20])=[O:17])=[CH:7]2.[CH2:26](Cl)Cl.[CH:29]#[C:30][CH3:31]. Given the product [C:30]([C:31]1[CH:3]=[C:4]([O:21][C:22]([F:25])([F:23])[F:24])[CH:5]=[C:6]2[C:11]=1[O:10][CH:9]([C:12]([F:13])([F:14])[F:15])[C:8]([C:16]([O:18][CH2:19][CH3:20])=[O:17])=[CH:7]2)#[C:29][CH3:26], predict the reactants needed to synthesize it.